From a dataset of Reaction yield outcomes from USPTO patents with 853,638 reactions. Predict the reaction yield, written as a fraction of the theoretical maximum amount of product (1.0 means a 100% yield; for example, 0.34 means a 34% yield). (1) The reactants are [F:1][C:2]1[CH:9]=[CH:8][C:7]([O:10][CH3:11])=[CH:6][C:3]=1[CH:4]=O.[CH3:12][NH:13][CH3:14].C([BH3-])#N.[Na+].C(O)(=O)C. The catalyst is CO. The product is [F:1][C:2]1[CH:9]=[CH:8][C:7]([O:10][CH3:11])=[CH:6][C:3]=1[CH2:4][N:13]([CH3:14])[CH3:12]. The yield is 0.970. (2) The reactants are Br[C:2]1[C:3]([CH2:20][OH:21])=[C:4]2[N:10]=[CH:9][N:8]([CH2:11][C:12]3[CH:17]=[CH:16][C:15]([O:18][CH3:19])=[CH:14][CH:13]=3)[C:5]2=[N:6][CH:7]=1.CO.[C:24]1(B(O)O)[CH:29]=[CH:28][CH:27]=[CH:26][CH:25]=1.C(=O)([O-])[O-].[Na+].[Na+]. The catalyst is C(#N)CC.O.[Br-].C([N+](CCCC)(CCCC)CCCC)CCC.C1C=CC([P]([Pd]([P](C2C=CC=CC=2)(C2C=CC=CC=2)C2C=CC=CC=2)([P](C2C=CC=CC=2)(C2C=CC=CC=2)C2C=CC=CC=2)[P](C2C=CC=CC=2)(C2C=CC=CC=2)C2C=CC=CC=2)(C2C=CC=CC=2)C2C=CC=CC=2)=CC=1. The product is [CH3:19][O:18][C:15]1[CH:16]=[CH:17][C:12]([CH2:11][N:8]2[C:5]3=[N:6][CH:7]=[C:2]([C:24]4[CH:29]=[CH:28][CH:27]=[CH:26][CH:25]=4)[C:3]([CH2:20][OH:21])=[C:4]3[N:10]=[CH:9]2)=[CH:13][CH:14]=1. The yield is 0.850. (3) The yield is 0.930. The product is [CH3:15][N:16]([CH3:17])[S:11]([C:9]1[CH:8]=[CH:7][C:5]2[N:6]=[C:2]([CH3:1])[S:3][C:4]=2[CH:10]=1)(=[O:13])=[O:12]. The catalyst is O1CCCC1.C(OCC)(=O)C. The reactants are [CH3:1][C:2]1[S:3][C:4]2[CH:10]=[C:9]([S:11](Cl)(=[O:13])=[O:12])[CH:8]=[CH:7][C:5]=2[N:6]=1.[CH3:15][NH:16][CH3:17].C(N(CC)CC)C.CCCCCC. (4) The reactants are [C:1]([N:4]1[C:8]2[CH:9]=[CH:10][CH:11]=[CH:12][C:7]=2[NH:6][C:5]1=[O:13])([CH3:3])=[CH2:2].Br[CH2:15][C:16]([O:18][CH3:19])=[O:17].C(=O)([O-])[O-].[K+].[K+]. The catalyst is C(#N)C. The product is [CH3:19][O:18][C:16](=[O:17])[CH2:15][N:6]1[C:7]2[CH:12]=[CH:11][CH:10]=[CH:9][C:8]=2[N:4]([C:1]([CH3:3])=[CH2:2])[C:5]1=[O:13]. The yield is 0.990. (5) The reactants are [CH:1](N(C(C)C)CC)([CH3:3])[CH3:2].CC(C)=O.[BH-](OC(C)=O)(OC(C)=O)OC(C)=O.[Na+].[CH3:28][C:29]1[CH:38]=[C:37]([CH2:39][C:40]2[CH:57]=[CH:56][C:43]([C:44]([NH:46][C@@H:47]3[CH2:51][NH:50][CH2:49][C@@H:48]3[C:52]([O:54][CH3:55])=[O:53])=[O:45])=[CH:42][CH:41]=2)[C:36]2[C:31](=[CH:32][CH:33]=[CH:34][CH:35]=2)[N:30]=1. The catalyst is ClCCl.C(OCC)(=O)C. The product is [CH:1]([N:50]1[CH2:51][C@@H:47]([NH:46][C:44](=[O:45])[C:43]2[CH:42]=[CH:41][C:40]([CH2:39][C:37]3[C:36]4[C:31](=[CH:32][CH:33]=[CH:34][CH:35]=4)[N:30]=[C:29]([CH3:28])[CH:38]=3)=[CH:57][CH:56]=2)[C@@H:48]([C:52]([O:54][CH3:55])=[O:53])[CH2:49]1)([CH3:3])[CH3:2]. The yield is 0.630. (6) The reactants are [Na+].[Br-].C([O-])(O)=O.[Na+].[C:8]1([CH2:14][CH:15]([CH3:19])[CH2:16][CH2:17][OH:18])[CH2:13][CH2:12][CH2:11][CH2:10][CH:9]=1.[O-]Cl.[Na+]. The catalyst is C1(C)C=CC=CC=1.O. The product is [C:8]1([CH2:14][CH:15]([CH3:19])[CH2:16][CH:17]=[O:18])[CH2:13][CH2:12][CH2:11][CH2:10][CH:9]=1. The yield is 0.660. (7) The yield is 0.500. The product is [Cl:24][C:18]1[CH:19]=[C:20]([Cl:23])[CH:21]=[CH:22][C:17]=1[N:5]1[C:4]([C:25]2[CH:30]=[CH:29][C:28]([O:31][S:32]([CH2:35][CH2:36][CH3:37])(=[O:34])=[O:33])=[CH:27][CH:26]=2)=[C:3]([CH2:2][N:42]2[C:38](=[O:48])[C:39]3[C:40](=[CH:44][CH:45]=[CH:46][CH:47]=3)[C:41]2=[O:43])[C:7]([C:8](=[O:16])[NH:9][N:10]2[CH2:11][CH2:12][CH2:13][CH2:14][CH2:15]2)=[N:6]1. The reactants are Br[CH2:2][C:3]1[C:7]([C:8](=[O:16])[NH:9][N:10]2[CH2:15][CH2:14][CH2:13][CH2:12][CH2:11]2)=[N:6][N:5]([C:17]2[CH:22]=[CH:21][C:20]([Cl:23])=[CH:19][C:18]=2[Cl:24])[C:4]=1[C:25]1[CH:30]=[CH:29][C:28]([O:31][S:32]([CH2:35][CH2:36][CH3:37])(=[O:34])=[O:33])=[CH:27][CH:26]=1.[C:38]1(=[O:48])[NH:42][C:41](=[O:43])[C:40]2=[CH:44][CH:45]=[CH:46][CH:47]=[C:39]12.[K].O. The catalyst is CN(C=O)C. (8) The reactants are [C:1]([O:5][C:6](=[O:38])[NH:7][CH:8]1[CH2:12][CH:11]([C:13]([NH:15][NH:16][C:17]2[N:18]=[C:19]3[CH:25]=[CH:24][N:23]([S:26]([C:29]4[CH:35]=[CH:34][C:32]([CH3:33])=[CH:31][CH:30]=4)(=[O:28])=[O:27])[C:20]3=[N:21][CH:22]=2)=O)[CH:10]([CH2:36][CH3:37])[CH2:9]1)([CH3:4])([CH3:3])[CH3:2].O1CCOCC1.O=S(Cl)Cl.CCOC(C)=O. The catalyst is O. The product is [CH2:36]([C@H:10]1[C@@H:11]([C:13]2[N:18]3[C:19]4[CH:25]=[CH:24][N:23]([S:26]([C:29]5[CH:35]=[CH:34][C:32]([CH3:33])=[CH:31][CH:30]=5)(=[O:28])=[O:27])[C:20]=4[N:21]=[CH:22][C:17]3=[N:16][N:15]=2)[CH2:12][C@@H:8]([NH:7][C:6](=[O:38])[O:5][C:1]([CH3:4])([CH3:2])[CH3:3])[CH2:9]1)[CH3:37]. The yield is 0.710. (9) The reactants are [CH:1]([O:4][C:5]1[CH:10]=[CH:9][C:8]([NH:11][C:12]([N:14]2[CH2:19][CH2:18][NH:17][CH2:16][CH2:15]2)=[O:13])=[CH:7][CH:6]=1)([CH3:3])[CH3:2].[NH2:20][C:21]1[C:26]([CH:27]=O)=[C:25](Cl)[N:24]=[CH:23][N:22]=1.CCN(C(C)C)C(C)C.[CH3:39][O:40][NH2:41].Cl. The catalyst is CS(C)=O.O. The product is [CH:1]([O:4][C:5]1[CH:10]=[CH:9][C:8]([NH:11][C:12]([N:14]2[CH2:15][CH2:16][N:17]([C:25]3[C:26]([CH:27]=[N:41][O:40][CH3:39])=[C:21]([NH2:20])[N:22]=[CH:23][N:24]=3)[CH2:18][CH2:19]2)=[O:13])=[CH:7][CH:6]=1)([CH3:3])[CH3:2]. The yield is 0.110.